This data is from Full USPTO retrosynthesis dataset with 1.9M reactions from patents (1976-2016). The task is: Predict the reactants needed to synthesize the given product. (1) Given the product [CH3:33][CH:34]([CH3:35])[CH2:39][CH2:31][NH:32][C:28](=[O:30])[CH2:27][CH2:26][CH2:25][CH2:24][CH2:23][NH:22][C:20]([N:12]1[CH2:11][C:19]2[C:14](=[CH:15][CH:16]=[CH:17][CH:18]=2)[CH2:13]1)=[O:21], predict the reactants needed to synthesize it. The reactants are: C1(CCCN)C=CC=CC=1.[CH2:11]1[C:19]2[C:14](=[CH:15][CH:16]=[CH:17][CH:18]=2)[CH2:13][N:12]1[C:20]([NH:22][CH2:23][CH2:24][CH2:25][CH2:26][CH2:27][C:28]([OH:30])=O)=[O:21].[CH2:31]1[C:39]2[C:34](=[CH:35]C=CC=2)[CH2:33][N:32]1C(NC1C=CC(C(O)=O)=CC=1)=O. (2) Given the product [OH:33][CH:32]1[C:23]2[CH:22]=[CH:21][N:20]=[C:19]([C:17]3[CH:16]=[C:15]([N:42]4[CH2:43][CH2:44][O:45][CH2:46][CH2:47]4)[CH:14]=[C:13]([O:12][CH2:11][C:10]4[CH:48]=[CH:49][C:7]([O:6][CH3:5])=[CH:8][CH:9]=4)[N:18]=3)[C:24]=2[O:25][C:26]2[C:31]1=[CH:30][C:29]([NH:34][C:35](=[O:41])[O:36][C:37]([CH3:39])([CH3:38])[CH3:40])=[CH:28][CH:27]=2, predict the reactants needed to synthesize it. The reactants are: CO.[BH4-].[Na+].[CH3:5][O:6][C:7]1[CH:49]=[CH:48][C:10]([CH2:11][O:12][C:13]2[N:18]=[C:17]([C:19]3[C:24]4[O:25][C:26]5[C:31]([C:32](=[O:33])[C:23]=4[CH:22]=[CH:21][N:20]=3)=[CH:30][C:29]([NH:34][C:35](=[O:41])[O:36][C:37]([CH3:40])([CH3:39])[CH3:38])=[CH:28][CH:27]=5)[CH:16]=[C:15]([N:42]3[CH2:47][CH2:46][O:45][CH2:44][CH2:43]3)[CH:14]=2)=[CH:9][CH:8]=1.[Cl-].[NH4+]. (3) Given the product [NH2:28][C:16]1[N:15]=[C:14]2[S:20][C:11]([S:8]([C:5]3[CH:6]=[CH:7][C:2]([Cl:1])=[CH:3][CH:4]=3)(=[O:10])=[O:9])=[C:12]([C:21]3[CH:26]=[CH:25][C:24]([Cl:27])=[CH:23][CH:22]=3)[C:13]2=[CH:18][CH:17]=1, predict the reactants needed to synthesize it. The reactants are: [Cl:1][C:2]1[CH:7]=[CH:6][C:5]([S:8]([C:11]2[S:20][C:14]3[NH:15][C:16](=O)[CH:17]=[CH:18][C:13]=3[C:12]=2[C:21]2[CH:26]=[CH:25][C:24]([Cl:27])=[CH:23][CH:22]=2)(=[O:10])=[O:9])=[CH:4][CH:3]=1.[N:28]1C=CC=CC=1.FC(F)(F)S(OS(C(F)(F)F)(=O)=O)(=O)=O.C([O-])(O)=O.[Na+].